This data is from NCI-60 drug combinations with 297,098 pairs across 59 cell lines. The task is: Regression. Given two drug SMILES strings and cell line genomic features, predict the synergy score measuring deviation from expected non-interaction effect. Drug 1: C1=CC=C(C=C1)NC(=O)CCCCCCC(=O)NO. Drug 2: CC1C(C(CC(O1)OC2CC(CC3=C2C(=C4C(=C3O)C(=O)C5=CC=CC=C5C4=O)O)(C(=O)C)O)N)O. Cell line: MOLT-4. Synergy scores: CSS=53.8, Synergy_ZIP=-3.79, Synergy_Bliss=-5.70, Synergy_Loewe=-3.94, Synergy_HSA=-2.10.